From a dataset of Peptide-MHC class II binding affinity with 134,281 pairs from IEDB. Regression. Given a peptide amino acid sequence and an MHC pseudo amino acid sequence, predict their binding affinity value. This is MHC class II binding data. (1) The peptide sequence is MYYVSGARSNVTFTVK. The MHC is DRB1_0404 with pseudo-sequence DRB1_0404. The binding affinity (normalized) is 0.640. (2) The peptide sequence is RIVVPCREQDELIGR. The MHC is DRB1_0404 with pseudo-sequence DRB1_0404. The binding affinity (normalized) is 0.275.